Predict the product of the given reaction. From a dataset of Forward reaction prediction with 1.9M reactions from USPTO patents (1976-2016). (1) Given the reactants C([O:4][C:5]1[CH:24]=[CH:23][C:8]([C:9]2[CH2:10][O:11][C:12]3[C:17]([CH:18]=2)=[CH:16][CH:15]=[C:14]([O:19]C(=O)C)[CH:13]=3)=[CH:7][CH:6]=1)(=O)C.C[Si](C)(C)[C:27]1[CH:32]=[N:31][CH:30]=[CH:29][N:28]=1, predict the reaction product. The product is: [OH:4][C:5]1[CH:6]=[CH:7][C:8]([C:9]2[CH:10]([C:27]3[CH:32]=[N:31][CH:30]=[CH:29][N:28]=3)[O:11][C:12]3[C:17]([CH:18]=2)=[CH:16][CH:15]=[C:14]([OH:19])[CH:13]=3)=[CH:23][CH:24]=1. (2) Given the reactants CN(C)C(=O)[O:4][CH:5]([C:12]1[N:13]([CH3:33])[C:14]([C:23]2[S:24][C:25]3[N:26]=[CH:27][N:28]=[C:29]([NH2:32])[C:30]=3[N:31]=2)=[C:15]([C:17]2[CH:22]=[CH:21][CH:20]=[CH:19][CH:18]=2)[N:16]=1)[C:6]1[N:7]([CH3:11])[CH:8]=[CH:9][N:10]=1.CN(C)C(=O)OC(C1N(C)C(C2SC3N=CN=C(N)C=3N=2)=C(C2C=CC=CC=2)N=1)C1C=CC=CC=1, predict the reaction product. The product is: [NH2:32][C:29]1[C:30]2[N:31]=[C:23]([C:14]3[N:13]([CH3:33])[C:12]([CH:5]([C:6]4[N:7]([CH3:11])[CH:8]=[CH:9][N:10]=4)[OH:4])=[N:16][C:15]=3[C:17]3[CH:22]=[CH:21][CH:20]=[CH:19][CH:18]=3)[S:24][C:25]=2[N:26]=[CH:27][N:28]=1. (3) Given the reactants [CH2:1]([N:3]([CH2:6][CH3:7])[CH2:4][CH3:5])[CH3:2].[N:8]1[CH:13]=[CH:12]C=[CH:10][CH:9]=1.[CH2:14](Cl)Cl.Cl[CH2:18][CH2:19]Cl.[O:21]1C[CH2:24][CH2:23][CH2:22]1, predict the reaction product. The product is: [CH:23]([N:8]([CH:9]([CH3:10])[CH3:1])[CH2:13][CH3:12])([CH3:24])[CH3:22].[CH3:14][C:6]1[CH:7]=[CH:19][CH:18]=[C:4]([CH3:5])[N:3]=1.[CH3:4][N:3]1[CH2:6][CH2:7][O:21][CH2:2][CH2:1]1.